This data is from NCI-60 drug combinations with 297,098 pairs across 59 cell lines. The task is: Regression. Given two drug SMILES strings and cell line genomic features, predict the synergy score measuring deviation from expected non-interaction effect. (1) Drug 1: CC1=C(C=C(C=C1)NC(=O)C2=CC=C(C=C2)CN3CCN(CC3)C)NC4=NC=CC(=N4)C5=CN=CC=C5. Drug 2: CCC1=C2CN3C(=CC4=C(C3=O)COC(=O)C4(CC)O)C2=NC5=C1C=C(C=C5)O. Cell line: M14. Synergy scores: CSS=9.03, Synergy_ZIP=5.22, Synergy_Bliss=4.78, Synergy_Loewe=-34.2, Synergy_HSA=-1.10. (2) Drug 1: C1CCC(CC1)NC(=O)N(CCCl)N=O. Drug 2: C(CCl)NC(=O)N(CCCl)N=O. Cell line: SF-268. Synergy scores: CSS=29.9, Synergy_ZIP=1.25, Synergy_Bliss=4.69, Synergy_Loewe=-3.86, Synergy_HSA=4.49. (3) Drug 1: CC1C(C(CC(O1)OC2CC(CC3=C2C(=C4C(=C3O)C(=O)C5=C(C4=O)C(=CC=C5)OC)O)(C(=O)CO)O)N)O.Cl. Drug 2: CC1=C(C(=O)C2=C(C1=O)N3CC4C(C3(C2COC(=O)N)OC)N4)N. Cell line: ACHN. Synergy scores: CSS=50.4, Synergy_ZIP=-1.76, Synergy_Bliss=-0.945, Synergy_Loewe=-23.5, Synergy_HSA=-2.16. (4) Drug 1: C1=C(C(=O)NC(=O)N1)F. Drug 2: C1=NC2=C(N=C(N=C2N1C3C(C(C(O3)CO)O)O)F)N. Cell line: NCI-H522. Synergy scores: CSS=14.1, Synergy_ZIP=-12.4, Synergy_Bliss=-13.9, Synergy_Loewe=-15.0, Synergy_HSA=-13.1.